Dataset: Catalyst prediction with 721,799 reactions and 888 catalyst types from USPTO. Task: Predict which catalyst facilitates the given reaction. (1) Reactant: [F:1][C:2]1[C:7]([F:8])=[CH:6][CH:5]=[CH:4][C:3]=1[C@H:9]1[CH2:14][N:13]2[C:15]([CH2:18][C:19]([F:22])([F:21])[F:20])=[CH:16][N:17]=[C:12]2[C@@H:11]([NH2:23])[CH2:10]1.[O:24]=[C:25]1[NH:33][C:28]2=[N:29][CH:30]=[CH:31][CH:32]=[C:27]2[C@:26]21[CH2:41][C:40]1[C:35](=[CH:36][CH:37]=[C:38]([C:42](O)=[O:43])[CH:39]=1)[CH2:34]2.ON1C2N=CC=CC=2N=N1.CN1CCOCC1.Cl.CN(C)CCCN=C=NCC. Product: [F:1][C:2]1[C:7]([F:8])=[CH:6][CH:5]=[CH:4][C:3]=1[C@H:9]1[CH2:14][N:13]2[C:15]([CH2:18][C:19]([F:22])([F:20])[F:21])=[CH:16][N:17]=[C:12]2[C@@H:11]([NH:23][C:42]([C:38]2[CH:39]=[C:40]3[C:35](=[CH:36][CH:37]=2)[CH2:34][C@:26]2([C:27]4[C:28](=[N:29][CH:30]=[CH:31][CH:32]=4)[NH:33][C:25]2=[O:24])[CH2:41]3)=[O:43])[CH2:10]1. The catalyst class is: 6. (2) Reactant: [C:1]([O:5][C:6]([N:8]1[CH2:15][CH2:14][CH:13]([C:16]2[CH:21]=[CH:20][CH:19]=[CH:18][CH:17]=2)[CH:9]1[C:10](O)=[O:11])=[O:7])([CH3:4])([CH3:3])[CH3:2].[C:22]([O:26][C:27]([NH:29][CH2:30][C:31]1[CH:45]=[CH:44][C:43]([Cl:46])=[CH:42][C:32]=1[CH2:33][NH:34][C:35](=[O:41])[C@@H:36]1[CH2:40][CH2:39][CH2:38][NH:37]1)=[O:28])([CH3:25])([CH3:24])[CH3:23]. Product: [O:5]([C:6]([N:8]1[CH2:15][CH2:14][CH:13]([C:16]2[CH:17]=[CH:18][CH:19]=[CH:20][CH:21]=2)[C@H:9]1[C:10]([N:37]1[CH2:38][CH2:39][CH2:40][C@H:36]1[C:35]([NH:34][CH2:33][C:32]1[CH:42]=[C:43]([Cl:46])[CH:44]=[CH:45][C:31]=1[CH2:30][NH:29][C:27]([O:26][C:22]([CH3:25])([CH3:23])[CH3:24])=[O:28])=[O:41])=[O:11])=[O:7])[C:1]([CH3:4])([CH3:2])[CH3:3]. The catalyst class is: 344. (3) Reactant: [CH3:1][S:2][C:3]1[CH:8]=[CH:7][C:6](/[CH:9]=[CH:10]/[C:11]2[CH:20]=[CH:19][C:14]([C:15]([O:17]C)=[O:16])=[CH:13][N:12]=2)=[CH:5][CH:4]=1.[OH-].[Na+]. Product: [CH3:1][S:2][C:3]1[CH:4]=[CH:5][C:6](/[CH:9]=[CH:10]/[C:11]2[CH:20]=[CH:19][C:14]([C:15]([OH:17])=[O:16])=[CH:13][N:12]=2)=[CH:7][CH:8]=1. The catalyst class is: 5. (4) Reactant: [F:1][C:2]1[CH:3]=[CH:4][C:5]([N+:15]([O-])=O)=[C:6]([NH:8][C:9]2[CH:14]=[CH:13][N:12]=[CH:11][CH:10]=2)[CH:7]=1.CO.[NH4+].[Cl-]. Product: [F:1][C:2]1[CH:7]=[C:6]([NH:8][C:9]2[CH:10]=[CH:11][N:12]=[CH:13][CH:14]=2)[C:5]([NH2:15])=[CH:4][CH:3]=1. The catalyst class is: 150. (5) Reactant: [Cl:1][C:2]1[CH:10]=[CH:9][C:8]2[NH:7][C:6]3[CH2:11][CH2:12][N:13]([CH3:16])[CH2:14][CH2:15][C:5]=3[C:4]=2[CH:3]=1.N1CCC[C@H]1C(O)=O.[O-]P([O-])([O-])=O.[K+].[K+].[K+].Cl[CH2:34][C:35]([NH:37][CH:38]([CH3:40])[CH3:39])=[O:36]. Product: [Cl:1][C:2]1[CH:10]=[CH:9][C:8]2[N:7]([CH2:34][C:35]([NH:37][CH:38]([CH3:40])[CH3:39])=[O:36])[C:6]3[CH2:11][CH2:12][N:13]([CH3:16])[CH2:14][CH2:15][C:5]=3[C:4]=2[CH:3]=1. The catalyst class is: 471. (6) Reactant: [NH2:1][C:2]1[CH:14]=[CH:13][CH:12]=[CH:11][C:3]=1[C:4]([NH:6][CH2:7][C:8]([OH:10])=[O:9])=[O:5].C[Si](Cl)(C)C.C(N(CC)CC)C.C([O:30][C:31]1[C:32](=[CH:36][CH:37]=[CH:38][CH:39]=1)[C:33](Cl)=[O:34])(=O)C.[OH-].[Na+].Cl. Product: [OH:30][C:31]1[CH:39]=[CH:38][CH:37]=[CH:36][C:32]=1[C:33]([NH:1][C:2]1[CH:14]=[CH:13][CH:12]=[CH:11][C:3]=1[C:4]([NH:6][CH2:7][C:8]([OH:10])=[O:9])=[O:5])=[O:34]. The catalyst class is: 2.